Dataset: NCI-60 drug combinations with 297,098 pairs across 59 cell lines. Task: Regression. Given two drug SMILES strings and cell line genomic features, predict the synergy score measuring deviation from expected non-interaction effect. (1) Drug 1: C1=NC2=C(N=C(N=C2N1C3C(C(C(O3)CO)O)O)F)N. Drug 2: CC1=C2C(C(=O)C3(C(CC4C(C3C(C(C2(C)C)(CC1OC(=O)C(C(C5=CC=CC=C5)NC(=O)C6=CC=CC=C6)O)O)OC(=O)C7=CC=CC=C7)(CO4)OC(=O)C)O)C)OC(=O)C. Cell line: OVCAR-5. Synergy scores: CSS=53.9, Synergy_ZIP=3.25, Synergy_Bliss=5.33, Synergy_Loewe=-24.2, Synergy_HSA=-1.55. (2) Drug 1: C1=NNC2=C1C(=O)NC=N2. Drug 2: C1C(C(OC1N2C=NC(=NC2=O)N)CO)O. Cell line: OVCAR3. Synergy scores: CSS=7.07, Synergy_ZIP=-4.22, Synergy_Bliss=-6.70, Synergy_Loewe=-19.1, Synergy_HSA=-5.73. (3) Drug 1: C1=C(C(=O)NC(=O)N1)N(CCCl)CCCl. Drug 2: CC(C)(C#N)C1=CC(=CC(=C1)CN2C=NC=N2)C(C)(C)C#N. Cell line: MCF7. Synergy scores: CSS=15.4, Synergy_ZIP=-10.5, Synergy_Bliss=-5.19, Synergy_Loewe=-4.40, Synergy_HSA=-4.04. (4) Drug 1: C1=CC(=CC=C1CC(C(=O)O)N)N(CCCl)CCCl.Cl. Drug 2: CC1=C(C=C(C=C1)C(=O)NC2=CC(=CC(=C2)C(F)(F)F)N3C=C(N=C3)C)NC4=NC=CC(=N4)C5=CN=CC=C5. Cell line: OVCAR-8. Synergy scores: CSS=23.4, Synergy_ZIP=1.68, Synergy_Bliss=7.55, Synergy_Loewe=2.58, Synergy_HSA=3.45. (5) Drug 1: COC1=CC(=CC(=C1O)OC)C2C3C(COC3=O)C(C4=CC5=C(C=C24)OCO5)OC6C(C(C7C(O6)COC(O7)C8=CC=CS8)O)O. Drug 2: COC1=NC(=NC2=C1N=CN2C3C(C(C(O3)CO)O)O)N. Cell line: HCT-15. Synergy scores: CSS=32.7, Synergy_ZIP=5.09, Synergy_Bliss=7.60, Synergy_Loewe=-36.3, Synergy_HSA=5.09. (6) Drug 1: CC1C(C(CC(O1)OC2CC(CC3=C2C(=C4C(=C3O)C(=O)C5=C(C4=O)C(=CC=C5)OC)O)(C(=O)CO)O)N)O.Cl. Drug 2: CC(C)(C#N)C1=CC(=CC(=C1)CN2C=NC=N2)C(C)(C)C#N. Cell line: SNB-75. Synergy scores: CSS=4.90, Synergy_ZIP=-5.37, Synergy_Bliss=-2.70, Synergy_Loewe=-8.67, Synergy_HSA=-2.70. (7) Drug 1: CC1=C2C(C(=O)C3(C(CC4C(C3C(C(C2(C)C)(CC1OC(=O)C(C(C5=CC=CC=C5)NC(=O)C6=CC=CC=C6)O)O)OC(=O)C7=CC=CC=C7)(CO4)OC(=O)C)O)C)OC(=O)C. Drug 2: C(=O)(N)NO. Cell line: SR. Synergy scores: CSS=69.2, Synergy_ZIP=-0.863, Synergy_Bliss=0.828, Synergy_Loewe=-52.8, Synergy_HSA=0.980.